From a dataset of Full USPTO retrosynthesis dataset with 1.9M reactions from patents (1976-2016). Predict the reactants needed to synthesize the given product. (1) Given the product [CH3:1][C@@H:2]1[C:6]2[NH:7][C:8]([B:11]3[O:15][C:14]([CH3:17])([CH3:16])[C:13]([CH3:19])([CH3:18])[O:12]3)=[CH:9][C:5]=2[C:4](=[O:10])[NH:3]1, predict the reactants needed to synthesize it. The reactants are: [CH3:1][C@@H:2]1[C:6]2[NH:7][CH:8]=[CH:9][C:5]=2[C:4](=[O:10])[NH:3]1.[B:11]1([B:11]2[O:15][C:14]([CH3:17])([CH3:16])[C:13]([CH3:19])([CH3:18])[O:12]2)[O:15][C:14]([CH3:17])([CH3:16])[C:13]([CH3:19])([CH3:18])[O:12]1. (2) Given the product [CH3:2][C:3]([CH3:12])([CH3:11])[CH2:4][CH2:5][CH2:6][S:7]([NH2:1])(=[O:9])=[O:8], predict the reactants needed to synthesize it. The reactants are: [NH3:1].[CH3:2][C:3]([CH3:12])([CH3:11])[CH2:4][CH2:5][CH2:6][S:7](Cl)(=[O:9])=[O:8]. (3) Given the product [N+:1]([C:4]1[CH:5]=[N:6][N:7]([CH2:12][CH:10]2[CH2:9][O:11]2)[CH:8]=1)([O-:3])=[O:2], predict the reactants needed to synthesize it. The reactants are: [N+:1]([C:4]1[CH:5]=[N:6][NH:7][CH:8]=1)([O-:3])=[O:2].[CH2:9]1[O:11][CH:10]1[CH2:12]O.C1(P(C2C=CC=CC=2)C2C=CC=CC=2)C=CC=CC=1.CC(OC(/N=N/C(OC(C)C)=O)=O)C. (4) The reactants are: [Br:1][CH2:2][CH2:3][N:4]1[C:8]([CH2:9]O)=[CH:7][C:6]([N+:11]([O-:13])=[O:12])=[N:5]1.P(Br)(Br)[Br:15].C(=O)(O)[O-].[Na+]. Given the product [Br:1][CH2:2][CH2:3][N:4]1[C:8]([CH2:9][Br:15])=[CH:7][C:6]([N+:11]([O-:13])=[O:12])=[N:5]1, predict the reactants needed to synthesize it. (5) Given the product [NH2:51][C:50]1[C:45]2[CH:44]=[CH:43][N:42]([C@@H:34]3[CH2:33][C@H:32]([CH2:31][N:26]([CH:24]4[CH2:23][CH:22]([CH2:21][CH2:20][C:18]5[NH:17][C:16]6[CH:63]=[CH:64][C:13]([C:9]([CH3:10])([CH3:11])[CH3:12])=[CH:14][C:15]=6[N:19]=5)[CH2:25]4)[CH:27]4[CH2:28][CH2:29][CH2:30]4)[C@@H:36]([OH:37])[C@H:35]3[OH:39])[C:46]=2[N:47]=[CH:48][N:49]=1, predict the reactants needed to synthesize it. The reactants are: FC(F)(F)C(O)=O.O.[C:9]([C:13]1[CH:64]=[CH:63][C:16]2[NH:17][C:18]([CH2:20][CH2:21][CH:22]3[CH2:25][CH:24]([N:26]([CH2:31][C@@H:32]4[C@H:36]5[O:37]C(C)(C)[O:39][C@H:35]5[C@H:34]([N:42]5[C:46]6[N:47]=[CH:48][N:49]=[C:50]([NH:51]CC7C=CC(OC)=CC=7OC)[C:45]=6[CH:44]=[CH:43]5)[CH2:33]4)[CH:27]4[CH2:30][CH2:29][CH2:28]4)[CH2:23]3)=[N:19][C:15]=2[CH:14]=1)([CH3:12])([CH3:11])[CH3:10].C([SiH](CC)CC)C.C([O-])([O-])=O.[K+].[K+].